From a dataset of Reaction yield outcomes from USPTO patents with 853,638 reactions. Predict the reaction yield, written as a fraction of the theoretical maximum amount of product (1.0 means a 100% yield; for example, 0.34 means a 34% yield). (1) The reactants are [CH3:1][Si:2]([CH3:24])([CH3:23])[CH2:3][CH2:4][O:5][CH2:6][N:7]1[C:15]2[CH2:14][CH2:13][N:12]([C:16]([O:18][C:19]([CH3:22])([CH3:21])[CH3:20])=[O:17])[CH2:11][C:10]=2[CH:9]=[N:8]1.CN(P(N(C)C)(N(C)C)=O)C.[Li]CCCC.[Br:41]C(Cl)(Cl)C(Br)(Cl)Cl. The catalyst is C1COCC1. The product is [Br:41][C:9]1[C:10]2[CH2:11][N:12]([C:16]([O:18][C:19]([CH3:20])([CH3:21])[CH3:22])=[O:17])[CH2:13][CH2:14][C:15]=2[N:7]([CH2:6][O:5][CH2:4][CH2:3][Si:2]([CH3:23])([CH3:24])[CH3:1])[N:8]=1. The yield is 0.339. (2) The reactants are [Cl:1][C:2]1[CH:3]=[C:4]([NH:9][C:10]2[C:11]3[CH2:18][C:17](=[O:19])[NH:16][C:12]=3[N:13]=[CH:14][N:15]=2)[CH:5]=[CH:6][C:7]=1[F:8].[CH3:20][C:21]1[CH:25]=[C:24]([C:26]([N:28]2[CH2:33][CH2:32][N:31]([CH3:34])[CH2:30][CH2:29]2)=[O:27])[NH:23][C:22]=1[CH:35]=O. The catalyst is N1CCCCC1.C(O)C. The product is [Cl:1][C:2]1[CH:3]=[C:4]([NH:9][C:10]2[C:11]3[C:18](=[CH:35][C:22]4[NH:23][C:24]([C:26]([N:28]5[CH2:29][CH2:30][N:31]([CH3:34])[CH2:32][CH2:33]5)=[O:27])=[CH:25][C:21]=4[CH3:20])[C:17](=[O:19])[NH:16][C:12]=3[N:13]=[CH:14][N:15]=2)[CH:5]=[CH:6][C:7]=1[F:8]. The yield is 1.00. (3) The reactants are [CH2:1]([N:8]1[CH2:16][C:15]2[C:10](=[CH:11][CH:12]=[C:13]([C:17]3(O)[CH2:21][CH2:20][O:19][CH:18]3[CH3:22])[CH:14]=2)[CH2:9]1)[C:2]1[CH:7]=[CH:6][CH:5]=[CH:4][CH:3]=1.C(N(CC)CC)C.CS(Cl)(=O)=O.C1CCN2C(=NCCC2)CC1. The catalyst is ClCCl. The product is [CH2:1]([N:8]1[CH2:16][C:15]2[C:10](=[CH:11][CH:12]=[C:13]([C:17]3[CH:18]([CH3:22])[O:19][CH2:20][CH:21]=3)[CH:14]=2)[CH2:9]1)[C:2]1[CH:3]=[CH:4][CH:5]=[CH:6][CH:7]=1. The yield is 0.330. (4) The reactants are [N:1]1([C:9]([C@@H:11]([C@H:21]([CH2:34][OH:35])[O:22][CH2:23][P:24]([O:30][CH:31]([CH3:33])[CH3:32])([O:26][CH:27]([CH3:29])[CH3:28])=[O:25])[O:12]C(=O)C2C=CC=CC=2)=[O:10])[CH:8]=[CH:7][C:5](=[O:6])[NH:4][C:2]1=[O:3].N. The catalyst is CO. The product is [N:1]1([C:9]([C@@H:11]([C@H:21]([CH2:34][OH:35])[O:22][CH2:23][P:24]([O:30][CH:31]([CH3:33])[CH3:32])([O:26][CH:27]([CH3:28])[CH3:29])=[O:25])[OH:12])=[O:10])[CH:8]=[CH:7][C:5](=[O:6])[NH:4][C:2]1=[O:3]. The yield is 0.960.